Dataset: Full USPTO retrosynthesis dataset with 1.9M reactions from patents (1976-2016). Task: Predict the reactants needed to synthesize the given product. (1) Given the product [F:24][CH:2]([F:1])[C:3]1[N:8]2[N:9]=[CH:10][C:11]([C:12]#[C:13][C:29]3[N:30]=[CH:31][C:26]([NH2:25])=[N:27][CH:28]=3)=[C:7]2[N:6]=[C:5]([C:14]2[CH:19]=[CH:18][C:17]([C:20]([F:23])([F:22])[F:21])=[CH:16][CH:15]=2)[CH:4]=1, predict the reactants needed to synthesize it. The reactants are: [F:1][CH:2]([F:24])[C:3]1[N:8]2[N:9]=[CH:10][C:11]([C:12]#[CH:13])=[C:7]2[N:6]=[C:5]([C:14]2[CH:19]=[CH:18][C:17]([C:20]([F:23])([F:22])[F:21])=[CH:16][CH:15]=2)[CH:4]=1.[NH2:25][C:26]1[CH:31]=[N:30][C:29](Br)=[CH:28][N:27]=1. (2) Given the product [C:8]([C:5]1[N:6]=[N:7][C:2]([NH:21][C@@H:22]2[CH2:27][CH2:26][CH2:25][CH2:24][C@@H:23]2[NH:28][C:29](=[O:35])[O:30][C:31]([CH3:33])([CH3:32])[CH3:34])=[CH:3][C:4]=1[NH:11][C:12]1[CH:17]=[CH:16][CH:15]=[C:14]([CH:18]2[CH2:20][CH2:19]2)[N:13]=1)(=[O:9])[NH2:10], predict the reactants needed to synthesize it. The reactants are: Cl[C:2]1[N:7]=[N:6][C:5]([C:8]([NH2:10])=[O:9])=[C:4]([NH:11][C:12]2[CH:17]=[CH:16][CH:15]=[C:14]([CH:18]3[CH2:20][CH2:19]3)[N:13]=2)[CH:3]=1.[NH2:21][C@@H:22]1[CH2:27][CH2:26][CH2:25][CH2:24][C@@H:23]1[NH:28][C:29](=[O:35])[O:30][C:31]([CH3:34])([CH3:33])[CH3:32].N#N. (3) The reactants are: [C:1]([NH:5][S:6]([C:9]1[C:10]([Cl:42])=[CH:11][C:12]([O:39][CH2:40][CH3:41])=[C:13]([C:15]2[N:16]([C:36](Cl)=[O:37])[C:17]([C:29]3[CH:34]=[CH:33][C:32]([Cl:35])=[CH:31][CH:30]=3)([CH3:28])[C:18]([C:21]3[CH:26]=[CH:25][C:24]([Cl:27])=[CH:23][CH:22]=3)([CH3:20])[N:19]=2)[CH:14]=1)(=[O:8])=[O:7])([CH3:4])([CH3:3])[CH3:2].[CH3:43][O:44][CH2:45][CH2:46][NH:47][C:48](=[O:56])[CH2:49][N:50]1[CH2:55][CH2:54][NH:53][CH2:52][CH2:51]1. Given the product [C:1]([NH:5][S:6]([C:9]1[C:10]([Cl:42])=[CH:11][C:12]([O:39][CH2:40][CH3:41])=[C:13]([C:15]2[N:16]([C:36]([N:53]3[CH2:54][CH2:55][N:50]([CH2:49][C:48]([NH:47][CH2:46][CH2:45][O:44][CH3:43])=[O:56])[CH2:51][CH2:52]3)=[O:37])[C@@:17]([C:29]3[CH:34]=[CH:33][C:32]([Cl:35])=[CH:31][CH:30]=3)([CH3:28])[C@@:18]([C:21]3[CH:22]=[CH:23][C:24]([Cl:27])=[CH:25][CH:26]=3)([CH3:20])[N:19]=2)[CH:14]=1)(=[O:7])=[O:8])([CH3:3])([CH3:2])[CH3:4], predict the reactants needed to synthesize it. (4) Given the product [C:1]([O:5][C:6]([N:8]1[CH2:12][CH2:11][CH:10]([O:13][Si:14]([C:17]([CH3:19])([CH3:18])[CH3:20])([CH3:16])[CH3:15])[CH:9]1[CH:21]=[CH:22][CH2:23][OH:24])=[O:7])([CH3:4])([CH3:3])[CH3:2], predict the reactants needed to synthesize it. The reactants are: [C:1]([O:5][C:6]([N:8]1[CH2:12][CH2:11][CH:10]([O:13][Si:14]([C:17]([CH3:20])([CH3:19])[CH3:18])([CH3:16])[CH3:15])[CH:9]1[CH:21]=[CH:22][C:23](OCC)=[O:24])=[O:7])([CH3:4])([CH3:3])[CH3:2].B(F)(F)F.CCOCC.CC(C[AlH]CC(C)C)C.CCOC(C)=O. (5) Given the product [O:23]1[C:27]2[CH:28]=[CH:29][CH:30]=[CH:31][C:26]=2[CH:25]=[C:24]1[C:2]1[CH:3]=[C:4]2[C:9](=[CH:10][CH:11]=1)[N:8]=[C:7]([C:12]([F:15])([F:14])[F:13])[CH:6]=[C:5]2[OH:16], predict the reactants needed to synthesize it. The reactants are: Br[C:2]1[CH:3]=[C:4]2[C:9](=[CH:10][CH:11]=1)[N:8]=[C:7]([C:12]([F:15])([F:14])[F:13])[CH:6]=[C:5]2[OH:16].C([O-])([O-])=O.[K+].[K+].[O:23]1[C:27]2[CH:28]=[CH:29][CH:30]=[CH:31][C:26]=2[CH:25]=[C:24]1B(O)O. (6) The reactants are: [Cl:1][C:2]1[C:11]2[NH:10]C(=O)[O:8][C:7](=O)[C:6]=2[CH:5]=[C:4]([C:14]([F:17])([F:16])[F:15])[C:3]=1[CH2:18][N:19]1[CH2:24][CH2:23][N:22]([C:25]([O:27][C:28]([CH3:31])([CH3:30])[CH3:29])=[O:26])[CH2:21][CH2:20]1.[Cl:32][C:33]1[CH:34]=[CH:35][C:36]([S:41]([CH2:44][CH3:45])(=[O:43])=[O:42])=[C:37]([NH:39][NH2:40])[CH:38]=1. Given the product [NH2:10][C:11]1[C:2]([Cl:1])=[C:3]([CH2:18][N:19]2[CH2:24][CH2:23][N:22]([C:25]([O:27][C:28]([CH3:29])([CH3:30])[CH3:31])=[O:26])[CH2:21][CH2:20]2)[C:4]([C:14]([F:16])([F:15])[F:17])=[CH:5][C:6]=1[C:7](=[O:8])[NH:40][NH:39][C:37]1[CH:38]=[C:33]([Cl:32])[CH:34]=[CH:35][C:36]=1[S:41]([CH2:44][CH3:45])(=[O:43])=[O:42], predict the reactants needed to synthesize it. (7) Given the product [Br:1][C:2]1[CH:3]=[N:4][N:5]([C:12]2([CH2:11][C:10]([O:9][CH2:7][CH3:8])=[O:23])[CH2:13][N:14]([C:16]([O:18][C:19]([CH3:22])([CH3:21])[CH3:20])=[O:17])[CH2:15]2)[CH:6]=1, predict the reactants needed to synthesize it. The reactants are: [Br:1][C:2]1[CH:3]=[N:4][NH:5][CH:6]=1.[CH2:7]([O:9][C:10](=[O:23])[CH:11]=[C:12]1[CH2:15][N:14]([C:16]([O:18][C:19]([CH3:22])([CH3:21])[CH3:20])=[O:17])[CH2:13]1)[CH3:8].N12CCCN=C1CCCCC2. (8) Given the product [Br:1][C:2]1[CH:3]=[CH:4][C:5]([CH2:6][N:7]2[CH:12]=[CH:11][CH:10]=[C:9]([C:13]([NH:19][C@@H:20]([CH2:28][CH2:29][CH2:30][NH:31][C:32]([NH:34][S:35]([C:38]3[C:39]([CH3:52])=[C:40]4[C:45](=[C:46]([CH3:49])[C:47]=3[CH3:48])[O:44][C:43]([CH3:51])([CH3:50])[CH2:42][CH2:41]4)(=[O:36])=[O:37])=[NH:33])[C:21]([O:23][C:24]([CH3:25])([CH3:26])[CH3:27])=[O:22])=[O:15])[C:8]2=[O:16])=[CH:17][CH:18]=1, predict the reactants needed to synthesize it. The reactants are: [Br:1][C:2]1[CH:18]=[CH:17][C:5]([CH2:6][N:7]2[CH:12]=[CH:11][CH:10]=[C:9]([C:13]([OH:15])=O)[C:8]2=[O:16])=[CH:4][CH:3]=1.[NH2:19][C@@H:20]([CH2:28][CH2:29][CH2:30][NH:31][C:32]([NH:34][S:35]([C:38]1[C:39]([CH3:52])=[C:40]2[C:45](=[C:46]([CH3:49])[C:47]=1[CH3:48])[O:44][C:43]([CH3:51])([CH3:50])[CH2:42][CH2:41]2)(=[O:37])=[O:36])=[NH:33])[C:21]([O:23][C:24]([CH3:27])([CH3:26])[CH3:25])=[O:22].CN(C(ON1N=NC2C=CC=CC1=2)=[N+](C)C)C.F[P-](F)(F)(F)(F)F.CCN(C(C)C)C(C)C. (9) Given the product [CH3:42][S:32]([C:38]1[CH:39]=[CH:40][C:4]([C:7]2[C:8]([C:24]3[CH:25]=[CH:26][CH:27]=[CH:28][CH:29]=3)=[C:9]([C:13]([CH:15]([C:17]3[CH:22]=[CH:21][C:20]([F:23])=[CH:19][CH:18]=3)[OH:16])=[O:14])[CH:10]=[CH:11][CH:12]=2)=[CH:3][CH:37]=1)(=[O:34])=[O:31], predict the reactants needed to synthesize it. The reactants are: CC1[CH:3]=[C:4]([C:7]2[C:8]([C:24]3[CH:29]=[CH:28][CH:27]=[CH:26][CH:25]=3)=[C:9]([C:13]([CH:15]([C:17]3[CH:22]=[CH:21][C:20]([F:23])=[CH:19][CH:18]=3)[OH:16])=[O:14])[CH:10]=[CH:11][CH:12]=2)SC=1.O[O:31][S:32]([O-:34])=O.[K+].O1[CH2:40][CH2:39][CH2:38][CH2:37]1.O.[CH3:42]O. (10) The reactants are: [C:1]([C:3]1[CH:4]=[C:5]([N:10]([CH2:15][C:16]2[CH:21]=[CH:20][C:19](I)=[CH:18][CH:17]=2)[C:11](=[O:14])[CH2:12][CH3:13])[CH:6]=[C:7]([F:9])[CH:8]=1)#[N:2].[N:23]1[CH:28]=[CH:27][CH:26]=[C:25](B(O)O)[CH:24]=1. Given the product [C:1]([C:3]1[CH:4]=[C:5]([N:10]([CH2:15][C:16]2[CH:21]=[CH:20][C:19]([C:25]3[CH:24]=[N:23][CH:28]=[CH:27][CH:26]=3)=[CH:18][CH:17]=2)[C:11](=[O:14])[CH2:12][CH3:13])[CH:6]=[C:7]([F:9])[CH:8]=1)#[N:2], predict the reactants needed to synthesize it.